From a dataset of Reaction yield outcomes from USPTO patents with 853,638 reactions. Predict the reaction yield, written as a fraction of the theoretical maximum amount of product (1.0 means a 100% yield; for example, 0.34 means a 34% yield). (1) The reactants are [OH:1][CH2:2][CH2:3][C:4]([OH:6])=O.CN(C(ON1N=NC2C=CC=NC1=2)=[N+](C)C)C.F[P-](F)(F)(F)(F)F.CCN(C(C)C)C(C)C.Cl.[F:41][C:42]1[CH:50]=[C:49]2[C:45]([C:46]([C:60]3[CH:61]=[N:62][N:63]([CH:65]4[CH2:70][CH2:69][NH:68][CH2:67][CH2:66]4)[CH:64]=3)=[CH:47][N:48]2[S:51]([C:54]2[CH:59]=[CH:58][CH:57]=[CH:56][CH:55]=2)(=[O:53])=[O:52])=[CH:44][CH:43]=1. The catalyst is C1COCC1.CCOC(C)=O. The product is [F:41][C:42]1[CH:50]=[C:49]2[C:45]([C:46]([C:60]3[CH:61]=[N:62][N:63]([CH:65]4[CH2:70][CH2:69][N:68]([C:4](=[O:6])[CH2:3][CH2:2][OH:1])[CH2:67][CH2:66]4)[CH:64]=3)=[CH:47][N:48]2[S:51]([C:54]2[CH:55]=[CH:56][CH:57]=[CH:58][CH:59]=2)(=[O:52])=[O:53])=[CH:44][CH:43]=1. The yield is 0.560. (2) The reactants are [CH:1]1([N:7]2[C:12]([OH:13])=[C:11]([C:14]([NH:16][CH2:17][C:18]([O:20]CC)=[O:19])=[O:15])[C:10](=[O:23])[NH:9][C:8]2=[O:24])[CH2:6][CH2:5][CH2:4][CH2:3][CH2:2]1.C(=O)([O-])[O-].[K+].[K+].[CH:31]1([CH2:37][CH2:38]Br)[CH2:36][CH2:35][CH2:34][CH2:33][CH2:32]1.Cl. The catalyst is CC(N(C)C)=O. The product is [CH:1]1([N:7]2[C:12]([OH:13])=[C:11]([C:14]([NH:16][CH2:17][C:18]([OH:20])=[O:19])=[O:15])[C:10](=[O:23])[N:9]([CH2:38][CH2:37][CH:31]3[CH2:36][CH2:35][CH2:34][CH2:33][CH2:32]3)[C:8]2=[O:24])[CH2:2][CH2:3][CH2:4][CH2:5][CH2:6]1. The yield is 0.420.